This data is from Full USPTO retrosynthesis dataset with 1.9M reactions from patents (1976-2016). The task is: Predict the reactants needed to synthesize the given product. (1) Given the product [Br:27][C:22]1[C:12]2[N:11]=[C:10]([C:7]3[CH:8]=[CH:9][C:4]([CH:1]([CH3:3])[CH3:2])=[CH:5][CH:6]=3)[N:14]([CH2:15][CH2:16][O:17][CH3:18])[C:13]=2[C:19]([O:25][CH3:26])=[CH:20][C:21]=1[CH:23]=[O:24], predict the reactants needed to synthesize it. The reactants are: [CH:1]([C:4]1[CH:9]=[CH:8][C:7]([C:10]2[N:14]([CH2:15][CH2:16][O:17][CH3:18])[C:13]3[C:19]([O:25][CH3:26])=[CH:20][C:21]([CH:23]=[O:24])=[CH:22][C:12]=3[N:11]=2)=[CH:6][CH:5]=1)([CH3:3])[CH3:2].[Br:27]Br. (2) Given the product [Br:1][C:2]1[CH:7]=[CH:6][C:5]([C@H:8]([N:10]=[C:11]=[O:13])[CH3:9])=[CH:4][CH:3]=1, predict the reactants needed to synthesize it. The reactants are: [Br:1][C:2]1[CH:7]=[CH:6][C:5]([C@H:8]([NH2:10])[CH3:9])=[CH:4][CH:3]=1.[C:11](OCC)(=[O:13])C.